From a dataset of Forward reaction prediction with 1.9M reactions from USPTO patents (1976-2016). Predict the product of the given reaction. (1) Given the reactants [F:1][C:2]1[CH:3]=[C:4]([S:8]([C:11]2[CH:16]=[CH:15][C:14]3[C:17]4[CH2:28][CH2:27][NH:26][C:20]5([CH2:25][CH2:24]C[O:22][CH2:21]5)[C:18]=4[O:19][C:13]=3[CH:12]=2)(=[O:10])=[O:9])[CH:5]=[CH:6][CH:7]=1.F[C:30]1C=C(S)C=CC=1.IC1C=CC2C3CCNC4(CCOC4C)C=3OC=2C=1, predict the reaction product. The product is: [F:1][C:2]1[CH:3]=[C:4]([S:8]([C:11]2[CH:16]=[CH:15][C:14]3[C:17]4[CH2:28][CH2:27][NH:26][C:20]5([CH2:25][CH2:24][O:22][CH:21]5[CH3:30])[C:18]=4[O:19][C:13]=3[CH:12]=2)(=[O:9])=[O:10])[CH:5]=[CH:6][CH:7]=1. (2) Given the reactants [NH2:1][C@H:2]1[C:10]2[C:5](=[C:6]([C:11]3[N:15]=[C:14]([C:16]4[CH:17]=[CH:18][C:19]([O:24][CH:25]([CH3:27])[CH3:26])=[C:20]([CH:23]=4)[C:21]#[N:22])[O:13][N:12]=3)[CH:7]=[CH:8][CH:9]=2)[CH2:4][CH2:3]1.C([O-])([O-])=O.[K+].[K+].Br[CH2:35][CH2:36][C:37]([O:39][CH3:40])=[O:38], predict the reaction product. The product is: [C:21]([C:20]1[CH:23]=[C:16]([C:14]2[O:13][N:12]=[C:11]([C:6]3[CH:7]=[CH:8][CH:9]=[C:10]4[C:5]=3[CH2:4][CH2:3][C@H:2]4[NH:1][CH2:35][CH2:36][C:37]([O:39][CH3:40])=[O:38])[N:15]=2)[CH:17]=[CH:18][C:19]=1[O:24][CH:25]([CH3:27])[CH3:26])#[N:22].